Predict the product of the given reaction. From a dataset of Forward reaction prediction with 1.9M reactions from USPTO patents (1976-2016). Given the reactants Cl[C:2]1[C:3]2[N:4]([CH:10]=[CH:11][CH:12]=2)[N:5]=[CH:6][C:7]=1[C:8]#[N:9].[CH2:13]([N:17]1[CH2:22][CH2:21][O:20][CH:19]([CH2:23][NH2:24])[CH2:18]1)[CH:14]([CH3:16])[CH3:15].CCN(C(C)C)C(C)C, predict the reaction product. The product is: [CH2:13]([N:17]1[CH2:22][CH2:21][O:20][CH:19]([CH2:23][NH:24][C:2]2[C:3]3[N:4]([CH:10]=[CH:11][CH:12]=3)[N:5]=[CH:6][C:7]=2[C:8]#[N:9])[CH2:18]1)[CH:14]([CH3:16])[CH3:15].